This data is from Reaction yield outcomes from USPTO patents with 853,638 reactions. The task is: Predict the reaction yield, written as a fraction of the theoretical maximum amount of product (1.0 means a 100% yield; for example, 0.34 means a 34% yield). The reactants are C([S:4][CH2:5][CH2:6][CH2:7][CH:8]([C:20]([O:22]C)=[O:21])[O:9][C:10]1[CH:11]=[C:12]([CH:17]=[CH:18][CH:19]=1)[C:13]([O:15]C)=[O:14])(=O)C.[OH-].[Na+].Cl. The catalyst is C1COCC1. The product is [C:20]([CH:8]([O:9][C:10]1[CH:11]=[C:12]([CH:17]=[CH:18][CH:19]=1)[C:13]([OH:15])=[O:14])[CH2:7][CH2:6][CH2:5][SH:4])([OH:22])=[O:21]. The yield is 0.690.